From a dataset of SARS-CoV-2 main protease (3CLPro) crystallographic fragment screen with 879 compounds. Binary Classification. Given a drug SMILES string, predict its activity (active/inactive) in a high-throughput screening assay against a specified biological target. (1) The compound is CC(=O)N1[C@H]2CC[C@@H]1Cc1ncccc12. The result is 0 (inactive). (2) The compound is CS(=O)(=O)N1CCCC(C(=O)O)C1. The result is 0 (inactive). (3) The compound is O=C(CCl)N1CCN(S(=O)(=O)c2ccc(Cl)s2)CC1. The result is 1 (active). (4) The compound is CC(=O)NC1CCC(N)CC1. The result is 0 (inactive).